From a dataset of Full USPTO retrosynthesis dataset with 1.9M reactions from patents (1976-2016). Predict the reactants needed to synthesize the given product. (1) Given the product [CH3:1][N:2]1[CH:6]=[CH:5][C:4]([C:7]2[C:15]3[C:10](=[CH:11][N:12]=[C:13]([C:16]4[CH:17]=[N:18][CH:19]=[CH:20][CH:21]=4)[CH:14]=3)[NH:9][N:8]=2)=[N:3]1, predict the reactants needed to synthesize it. The reactants are: [CH3:1][N:2]1[CH:6]=[CH:5][C:4]([C:7]2[C:15]3[C:10](=[CH:11][N:12]=[C:13]([C:16]4[CH:17]=[N:18][CH:19]=[CH:20][CH:21]=4)[CH:14]=3)[N:9](COCC[Si](C)(C)C)[N:8]=2)=[N:3]1.Cl. (2) Given the product [CH3:1][O:2][C:3]1[CH:4]=[C:5]([CH:32]=[CH:33][C:34]=1[O:35][CH3:36])[CH2:6][CH:7]1[C:13]2[CH:14]=[C:15]([O:20][CH3:21])[C:16]([O:18][CH3:19])=[CH:17][C:12]=2[CH2:11][CH2:10][CH2:9][N:8]1[CH:22]([C:26]1[CH:31]=[CH:30][CH:29]=[CH:28][CH:27]=1)[C:23]([NH:37][CH2:38][CH2:39][CH:40]([CH3:42])[CH3:41])=[O:24], predict the reactants needed to synthesize it. The reactants are: [CH3:1][O:2][C:3]1[CH:4]=[C:5]([CH:32]=[CH:33][C:34]=1[O:35][CH3:36])[CH2:6][CH:7]1[C:13]2[CH:14]=[C:15]([O:20][CH3:21])[C:16]([O:18][CH3:19])=[CH:17][C:12]=2[CH2:11][CH2:10][CH2:9][N:8]1[CH:22]([C:26]1[CH:31]=[CH:30][CH:29]=[CH:28][CH:27]=1)[C:23](O)=[O:24].[NH2:37][CH2:38][CH2:39][CH:40]([CH3:42])[CH3:41]. (3) Given the product [CH3:1][O:2][C:3]1[CH:4]=[CH:5][C:6]([C:10]2[CH2:19][CH2:18][C:17]3[C:12](=[CH:13][CH:14]=[C:15]([O:20][CH3:21])[CH:16]=3)[CH:11]=2)=[C:7]([NH:9][C:22](=[O:26])[O:23][CH2:24][CH3:25])[CH:8]=1, predict the reactants needed to synthesize it. The reactants are: [CH3:1][O:2][C:3]1[CH:4]=[CH:5][C:6]([C:10]2[CH2:19][CH2:18][C:17]3[C:12](=[CH:13][CH:14]=[C:15]([O:20][CH3:21])[CH:16]=3)[CH:11]=2)=[C:7]([NH2:9])[CH:8]=1.[C:22](Cl)(=[O:26])[O:23][CH2:24][CH3:25].[Cl-].[NH4+]. (4) Given the product [C:1]([C:3]1[N:8]=[CH:7][C:6]([C:9]2[CH2:14][CH2:13][N:12]([C:15]([O:17][C:18]([CH3:21])([CH3:20])[CH3:19])=[O:16])[CH2:11][CH:10]=2)=[CH:5][CH:4]=1)#[N:2], predict the reactants needed to synthesize it. The reactants are: [C:1]([C:3]1[N:8]=[CH:7][C:6]([C:9]2(O)[CH2:14][CH2:13][N:12]([C:15]([O:17][C:18]([CH3:21])([CH3:20])[CH3:19])=[O:16])[CH2:11][CH2:10]2)=[CH:5][CH:4]=1)#[N:2].O=P(Cl)(Cl)Cl. (5) Given the product [CH:1]1([CH2:4][O:5][C:6]2[CH:7]=[C:8]([C:14]3[O:15][CH:16]=[C:17]([CH2:19][CH2:20][CH2:21][C:23]4[CH:28]=[CH:27][CH:26]=[CH:25][C:24]=4[O:29][CH2:30][CH3:31])[N:18]=3)[CH:9]=[CH:10][C:11]=2[O:12][CH3:13])[CH2:2][CH2:3]1, predict the reactants needed to synthesize it. The reactants are: [CH:1]1([CH2:4][O:5][C:6]2[CH:7]=[C:8]([C:14]3[O:15][CH:16]=[C:17]([CH2:19][CH2:20][C:21]([C:23]4[CH:28]=[CH:27][CH:26]=[CH:25][C:24]=4[O:29][CH2:30][CH3:31])=O)[N:18]=3)[CH:9]=[CH:10][C:11]=2[O:12][CH3:13])[CH2:3][CH2:2]1.O.NN.C(O)COCCO.[OH-].[K+]. (6) The reactants are: [F:1][C:2]1[CH:3]=[C:4]([C:11]([CH3:22])([CH3:21])[CH2:12][C:13]([OH:20])([C:16]([F:19])([F:18])[F:17])[CH:14]=O)[C:5]2[O:9][CH2:8][CH2:7][C:6]=2[CH:10]=1.[NH2:23][C:24]1[C:33]([F:34])=[CH:32][CH:31]=[C:30]2[C:25]=1[CH:26]=[CH:27][C:28]([CH3:35])=[N:29]2.C([BH3-])#N.[Na+]. Given the product [F:34][C:33]1[C:24]([NH:23][CH2:14][C:13]([OH:20])([C:16]([F:17])([F:19])[F:18])[CH2:12][C:11]([C:4]2[C:5]3[O:9][CH2:8][CH2:7][C:6]=3[CH:10]=[C:2]([F:1])[CH:3]=2)([CH3:21])[CH3:22])=[C:25]2[C:30](=[CH:31][CH:32]=1)[N:29]=[C:28]([CH3:35])[CH:27]=[CH:26]2, predict the reactants needed to synthesize it.